Regression. Given two drug SMILES strings and cell line genomic features, predict the synergy score measuring deviation from expected non-interaction effect. From a dataset of NCI-60 drug combinations with 297,098 pairs across 59 cell lines. (1) Drug 1: CNC(=O)C1=NC=CC(=C1)OC2=CC=C(C=C2)NC(=O)NC3=CC(=C(C=C3)Cl)C(F)(F)F. Drug 2: C1=CN(C=N1)CC(O)(P(=O)(O)O)P(=O)(O)O. Cell line: ACHN. Synergy scores: CSS=4.05, Synergy_ZIP=-9.37, Synergy_Bliss=-14.6, Synergy_Loewe=-16.3, Synergy_HSA=-14.6. (2) Drug 2: C1CN1P(=S)(N2CC2)N3CC3. Synergy scores: CSS=79.4, Synergy_ZIP=-1.40, Synergy_Bliss=-2.20, Synergy_Loewe=-2.99, Synergy_HSA=-0.958. Drug 1: C1=CC(=CC=C1CCC2=CNC3=C2C(=O)NC(=N3)N)C(=O)NC(CCC(=O)O)C(=O)O. Cell line: MOLT-4. (3) Synergy scores: CSS=73.7, Synergy_ZIP=1.54, Synergy_Bliss=1.30, Synergy_Loewe=-6.82, Synergy_HSA=4.66. Drug 1: C1CN(CCN1C(=O)CCBr)C(=O)CCBr. Drug 2: CN(C(=O)NC(C=O)C(C(C(CO)O)O)O)N=O. Cell line: SR.